Dataset: Full USPTO retrosynthesis dataset with 1.9M reactions from patents (1976-2016). Task: Predict the reactants needed to synthesize the given product. (1) Given the product [CH3:26][S:23]([O:13][C@H:10]1[CH2:11][CH2:12][N:8]([CH2:7][C:1]2[CH:2]=[CH:3][CH:4]=[CH:5][CH:6]=2)[CH2:9]1)(=[O:25])=[O:24], predict the reactants needed to synthesize it. The reactants are: [C:1]1([CH2:7][N:8]2[CH2:12][CH2:11][C@H:10]([OH:13])[CH2:9]2)[CH:6]=[CH:5][CH:4]=[CH:3][CH:2]=1.CCN(C(C)C)C(C)C.[S:23](Cl)([CH3:26])(=[O:25])=[O:24]. (2) Given the product [F:15][C:16]1[CH:23]=[CH:22][C:21]([CH:24]2[C:37]3[CH:36]=[CH:35][C:34]4[C:29](=[N:30][CH:31]=[CH:32][CH:33]=4)[C:28]=3[NH:27][S:26](=[O:39])(=[O:38])[N:25]2[CH3:40])=[CH:20][C:17]=1[CH2:18][NH:45][CH2:44][CH2:43][N:42]([CH3:46])[CH3:41], predict the reactants needed to synthesize it. The reactants are: C(O[BH-](OC(=O)C)OC(=O)C)(=O)C.[Na+].[F:15][C:16]1[CH:23]=[CH:22][C:21]([CH:24]2[C:37]3[CH:36]=[CH:35][C:34]4[C:29](=[N:30][CH:31]=[CH:32][CH:33]=4)[C:28]=3[NH:27][S:26](=[O:39])(=[O:38])[N:25]2[CH3:40])=[CH:20][C:17]=1[CH:18]=O.[CH3:41][N:42]([CH3:46])[CH2:43][CH2:44][NH2:45].